From a dataset of Reaction yield outcomes from USPTO patents with 853,638 reactions. Predict the reaction yield, written as a fraction of the theoretical maximum amount of product (1.0 means a 100% yield; for example, 0.34 means a 34% yield). The reactants are [N+:1]([C:4]1[CH:9]=[CH:8][C:7]([C:10]2[S:11][CH:12]=[CH:13][CH:14]=2)=[CH:6][C:5]=1[NH:15][C:16](=[O:32])[NH:17][CH2:18][CH:19]1[CH2:24][CH2:23][N:22](C(OC(C)(C)C)=O)[CH2:21][CH2:20]1)([O-:3])=[O:2].C(O)(C(F)(F)F)=O. The catalyst is ClCCl. The product is [N+:1]([C:4]1[CH:9]=[CH:8][C:7]([C:10]2[S:11][CH:12]=[CH:13][CH:14]=2)=[CH:6][C:5]=1[NH:15][C:16]([NH:17][CH2:18][CH:19]1[CH2:24][CH2:23][NH:22][CH2:21][CH2:20]1)=[O:32])([O-:3])=[O:2]. The yield is 0.850.